Dataset: Catalyst prediction with 721,799 reactions and 888 catalyst types from USPTO. Task: Predict which catalyst facilitates the given reaction. (1) Reactant: [NH:1]1[C:9]2[C:4](=[CH:5][CH:6]=[CH:7][CH:8]=2)[C:3]([CH2:10][C@H:11]([NH2:13])[CH3:12])=[CH:2]1.O1CCOCC1.C(N(C(C)C)CC)(C)C.[F:29][C:30]([CH3:41])([CH3:40])[CH2:31]OS(C(F)(F)F)(=O)=O. Product: [NH:1]1[C:9]2[C:4](=[CH:5][CH:6]=[CH:7][CH:8]=2)[C:3]([CH2:10][C@H:11]([NH:13][CH2:31][C:30]([F:29])([CH3:41])[CH3:40])[CH3:12])=[CH:2]1. The catalyst class is: 93. (2) Reactant: [CH:1]1([C:5]2[C:14]([C:15](=O)[CH2:16][C:17](=O)[CH2:18][CH3:19])=[CH:13][C:8]([C:9]([O:11][CH3:12])=[O:10])=[C:7]([CH3:22])[CH:6]=2)[CH2:4][CH2:3][CH2:2]1.[NH2:23][NH2:24].O. Product: [CH:1]1([C:5]2[C:14]([C:15]3[CH:16]=[C:17]([CH2:18][CH3:19])[NH:24][N:23]=3)=[CH:13][C:8]([C:9]([O:11][CH3:12])=[O:10])=[C:7]([CH3:22])[CH:6]=2)[CH2:4][CH2:3][CH2:2]1. The catalyst class is: 5. (3) Reactant: Br[C:2]1[S:6][C:5]([N:7]([CH3:15])[C:8](=[O:14])[O:9][C:10]([CH3:13])([CH3:12])[CH3:11])=[N:4][C:3]=1[C:16]1[O:17][CH:18]=[CH:19][CH:20]=1.C([Li])CCC.CCCCCC.[CH2:32]([O:34][CH2:35][C:36](N(OC)C)=[O:37])[CH3:33].[Cl-].[NH4+]. Product: [CH2:32]([O:34][CH2:35][C:36]([C:2]1[S:6][C:5]([N:7]([CH3:15])[C:8](=[O:14])[O:9][C:10]([CH3:13])([CH3:12])[CH3:11])=[N:4][C:3]=1[C:16]1[O:17][CH:18]=[CH:19][CH:20]=1)=[O:37])[CH3:33]. The catalyst class is: 1. (4) Reactant: [H-].[Na+].[CH3:3][N:4]([CH3:10])[CH2:5][CH:6]([OH:9])[CH2:7][OH:8].CS(O[CH2:16][CH2:17][CH2:18][CH2:19][CH2:20][CH2:21][CH2:22][CH2:23]/[CH:24]=[CH:25]\[CH2:26]/[CH:27]=[CH:28]\[CH2:29][CH2:30][CH2:31][CH2:32][CH3:33])(=O)=O. Product: [CH2:16]([O:8][CH2:7][CH:6]([O:9][CH2:16][CH2:17][CH2:18][CH2:19][CH2:20][CH2:21][CH2:22][CH2:23]/[CH:24]=[CH:25]\[CH2:26]/[CH:27]=[CH:28]\[CH2:29][CH2:30][CH2:31][CH2:32][CH3:33])[CH2:5][N:4]([CH3:10])[CH3:3])[CH2:17][CH2:18][CH2:19][CH2:20][CH2:21][CH2:22][CH2:23]/[CH:24]=[CH:25]\[CH2:26]/[CH:27]=[CH:28]\[CH2:29][CH2:30][CH2:31][CH2:32][CH3:33]. The catalyst class is: 48. (5) Reactant: [CH2:1]([C:3]1[N:7]([CH3:8])[C:6]2[CH:9]=[C:10]([N:13]3[CH:18]=[CH:17][C:16]([OH:19])=[CH:15][C:14]3=[O:20])[CH:11]=[CH:12][C:5]=2[N:4]=1)[CH3:2].[F:21][C:22]([F:31])([F:30])[C:23]1[S:27][CH:26]=[C:25]([CH2:28]O)[CH:24]=1.C1(P(C2C=CC=CC=2)C2C=CC=CC=2)C=CC=CC=1.N(C(OCCOC)=O)=NC(OCCOC)=O. Product: [CH2:1]([C:3]1[N:7]([CH3:8])[C:6]2[CH:9]=[C:10]([N:13]3[CH:18]=[CH:17][C:16]([O:19][CH2:28][C:25]4[CH:24]=[C:23]([C:22]([F:31])([F:30])[F:21])[S:27][CH:26]=4)=[CH:15][C:14]3=[O:20])[CH:11]=[CH:12][C:5]=2[N:4]=1)[CH3:2]. The catalyst class is: 20.